Predict the product of the given reaction. From a dataset of Forward reaction prediction with 1.9M reactions from USPTO patents (1976-2016). (1) Given the reactants [CH2:1]([NH:8][C:9](=[O:16])[NH:10][O:11][CH2:12][C:13]([OH:15])=O)[C:2]1[CH:7]=[CH:6][CH:5]=[CH:4][CH:3]=1.[NH2:17][C@@H:18]([CH2:41][C:42]1[CH:47]=[CH:46][C:45]([O:48][C:49]([CH3:52])([CH3:51])[CH3:50])=[CH:44][CH:43]=1)[C:19]([N:21]([CH2:33][CH:34]([O:38][CH2:39][CH3:40])[O:35][CH2:36][CH3:37])[CH2:22][C:23]1[C:32]2[C:27](=[CH:28][CH:29]=[CH:30][CH:31]=2)[CH:26]=[CH:25][CH:24]=1)=[O:20], predict the reaction product. The product is: [CH2:1]([NH:8][C:9](=[O:16])[NH:10][O:11][CH2:12][C:13]([NH:17][C@@H:18]([CH2:41][C:42]1[CH:47]=[CH:46][C:45]([O:48][C:49]([CH3:51])([CH3:50])[CH3:52])=[CH:44][CH:43]=1)[C:19]([N:21]([CH2:33][CH:34]([O:38][CH2:39][CH3:40])[O:35][CH2:36][CH3:37])[CH2:22][C:23]1[C:32]2[C:27](=[CH:28][CH:29]=[CH:30][CH:31]=2)[CH:26]=[CH:25][CH:24]=1)=[O:20])=[O:15])[C:2]1[CH:3]=[CH:4][CH:5]=[CH:6][CH:7]=1. (2) Given the reactants [CH2:1]([O:8][C:9]([N:11]1[C:14]2([CH2:19][CH2:18][CH2:17][NH:16][CH2:15]2)[CH:13]([CH3:20])[CH2:12]1)=[O:10])[C:2]1[CH:7]=[CH:6][CH:5]=[CH:4][CH:3]=1.Cl[C:22]1[C:23]2[CH:30]=[CH:29][NH:28][C:24]=2[N:25]=[CH:26][N:27]=1.C(=O)([O-])[O-].[K+].[K+], predict the reaction product. The product is: [CH2:1]([O:8][C:9]([N:11]1[C:14]2([CH2:19][CH2:18][CH2:17][N:16]([C:22]3[C:23]4[CH:30]=[CH:29][NH:28][C:24]=4[N:25]=[CH:26][N:27]=3)[CH2:15]2)[CH:13]([CH3:20])[CH2:12]1)=[O:10])[C:2]1[CH:3]=[CH:4][CH:5]=[CH:6][CH:7]=1.